From a dataset of Catalyst prediction with 721,799 reactions and 888 catalyst types from USPTO. Predict which catalyst facilitates the given reaction. (1) Reactant: [CH3:1][C:2]1[CH:3]=[C:4]([C:7]#[N:8])[S:5][CH:6]=1.[Br:9]N1C(=O)CCC1=O.CC(N=NC(C#N)(C)C)(C#N)C.O. Product: [Br:9][CH2:1][C:2]1[CH:3]=[C:4]([C:7]#[N:8])[S:5][CH:6]=1. The catalyst class is: 53. (2) Reactant: [C:1]([O:5][C:6]([NH:8][C:9]1[CH:14]=[CH:13][C:12]([CH2:15][C:16]([OH:18])=O)=[CH:11][CH:10]=1)=[O:7])([CH3:4])([CH3:3])[CH3:2].C(Cl)CCl.C1C=C[C:26]2N(O)N=[N:29][C:27]=2[CH:28]=1.CCN(C(C)C)C(C)C.C1(N)CC1.C(=O)(O)[O-].[Na+]. Product: [CH:27]1([NH:29][C:16](=[O:18])[CH2:15][C:12]2[CH:11]=[CH:10][C:9]([NH:8][C:6](=[O:7])[O:5][C:1]([CH3:2])([CH3:3])[CH3:4])=[CH:14][CH:13]=2)[CH2:28][CH2:26]1. The catalyst class is: 3. (3) Reactant: Cl.[NH2:2][C:3]1[CH:12]=[C:11]([C:13]2[C:22]3[C:17](=[CH:18][C:19]([O:28][CH2:29][CH3:30])=[C:20]4[O:25][C:24]([CH3:27])([CH3:26])[CH2:23][C:21]4=3)[CH2:16][C:15]([CH3:32])([CH3:31])[N:14]=2)[CH:10]=[CH:9][C:4]=1[C:5]([O:7][CH3:8])=[O:6].Cl.[C:34](Cl)(=[O:41])[C:35]1[CH:40]=[CH:39][N:38]=[CH:37][CH:36]=1. Product: [CH2:29]([O:28][C:19]1[CH:18]=[C:17]2[C:22](=[C:21]3[CH2:23][C:24]([CH3:27])([CH3:26])[O:25][C:20]=13)[C:13]([C:11]1[CH:10]=[CH:9][C:4]([C:5]([O:7][CH3:8])=[O:6])=[C:3]([NH:2][C:34]([C:35]3[CH:40]=[CH:39][N:38]=[CH:37][CH:36]=3)=[O:41])[CH:12]=1)=[N:14][C:15]([CH3:31])([CH3:32])[CH2:16]2)[CH3:30]. The catalyst class is: 546. (4) Reactant: [C:1]([C:3]1[CH:4]=[C:5]([C:13]2[O:17][N:16]=[C:15]([C:18]3[CH:39]=[CH:38][C:21]4[CH2:22][CH2:23][N:24]([C:27](=[O:37])[CH2:28][NH:29]C(=O)OC(C)(C)C)[CH2:25][CH2:26][C:20]=4[CH:19]=3)[N:14]=2)[CH:6]=[CH:7][C:8]=1[NH:9][CH2:10][CH2:11][CH3:12])#[N:2].FC(F)(F)C(O)=O. Product: [NH2:29][CH2:28][C:27]([N:24]1[CH2:23][CH2:22][C:21]2[CH:38]=[CH:39][C:18]([C:15]3[N:14]=[C:13]([C:5]4[CH:6]=[CH:7][C:8]([NH:9][CH2:10][CH2:11][CH3:12])=[C:3]([CH:4]=4)[C:1]#[N:2])[O:17][N:16]=3)=[CH:19][C:20]=2[CH2:26][CH2:25]1)=[O:37]. The catalyst class is: 2. (5) Reactant: [C:1]([C@@:4]1([CH3:15])[CH2:8][CH2:7][C@@H:6]([C:9]([O:11][CH3:12])=[O:10])[C:5]1([CH3:14])[CH3:13])(=O)[NH2:2].N1C(Cl)=NC(Cl)=NC=1Cl. Product: [C:1]([C@@:4]1([CH3:15])[CH2:8][CH2:7][C@@H:6]([C:9]([O:11][CH3:12])=[O:10])[C:5]1([CH3:14])[CH3:13])#[N:2]. The catalyst class is: 3. (6) Reactant: [CH:1]1([N:6]2[CH2:12][C:11]([F:14])([F:13])[C:10](=[O:15])[N:9]([CH3:16])[C:8]3[CH:17]=[N:18][C:19]([NH:21][C:22]4[CH:30]=[CH:29][C:25]([C:26]([OH:28])=O)=[CH:24][C:23]=4[CH2:31][CH3:32])=[N:20][C:7]2=3)[CH2:5][CH2:4][CH2:3][CH2:2]1.ON1C2C=CC=CC=2N=N1.F[P-](F)(F)(F)(F)F.CN(C(N(C)C)=[N+]1C2C=CC=CC=2[N+]([O-])=N1)C.C(N(C(C)C)CC)(C)C.[NH2:76][CH:77]1[CH2:82][CH2:81][N:80]([CH3:83])[CH2:79][CH2:78]1. Product: [CH:1]1([N:6]2[CH2:12][C:11]([F:13])([F:14])[C:10](=[O:15])[N:9]([CH3:16])[C:8]3[CH:17]=[N:18][C:19]([NH:21][C:22]4[CH:30]=[CH:29][C:25]([C:26]([NH:76][CH:77]5[CH2:82][CH2:81][N:80]([CH3:83])[CH2:79][CH2:78]5)=[O:28])=[CH:24][C:23]=4[CH2:31][CH3:32])=[N:20][C:7]2=3)[CH2:2][CH2:3][CH2:4][CH2:5]1. The catalyst class is: 9.